From a dataset of Forward reaction prediction with 1.9M reactions from USPTO patents (1976-2016). Predict the product of the given reaction. (1) The product is: [CH3:1][C:2]1[C:3]([N:9]2[CH2:14][CH2:13][N:12]([C:15]([C:17]3[CH:18]=[N:19][C:20]([NH:32][CH2:31][C:30]4[CH:33]=[CH:34][C:27]([O:26][CH3:25])=[CH:28][CH:29]=4)=[CH:21][C:22]=3[CH3:23])=[O:16])[CH2:11][CH2:10]2)=[N:4][CH:5]=[C:6]([CH3:8])[CH:7]=1. Given the reactants [CH3:1][C:2]1[C:3]([N:9]2[CH2:14][CH2:13][N:12]([C:15]([C:17]3[CH:18]=[N:19][C:20](F)=[CH:21][C:22]=3[CH3:23])=[O:16])[CH2:11][CH2:10]2)=[N:4][CH:5]=[C:6]([CH3:8])[CH:7]=1.[CH3:25][O:26][C:27]1[CH:34]=[CH:33][C:30]([CH2:31][NH2:32])=[CH:29][CH:28]=1, predict the reaction product. (2) Given the reactants Cl.[CH3:2][C:3]1[C:11]2[NH:10][C:9]3[CH2:12][CH2:13][NH:14][CH2:15][C:8]=3[C:7]=2[CH:6]=[C:5]([CH3:16])[CH:4]=1.[C:17](O[C:17]([O:19][C:20]([CH3:23])([CH3:22])[CH3:21])=[O:18])([O:19][C:20]([CH3:23])([CH3:22])[CH3:21])=[O:18].[OH-].[Na+], predict the reaction product. The product is: [C:20]([O:19][C:17]([N:14]1[CH2:13][CH2:12][C:9]2[NH:10][C:11]3[C:3]([CH3:2])=[CH:4][C:5]([CH3:16])=[CH:6][C:7]=3[C:8]=2[CH2:15]1)=[O:18])([CH3:23])([CH3:22])[CH3:21]. (3) Given the reactants [CH2:1]([O:3][C:4]([C:7]1[CH:11]=[C:10]([NH:12][C:13](=[O:21])OC2C=CC=CC=2)[N:9]([C:22]2[CH:27]=[CH:26][CH:25]=[CH:24][CH:23]=2)[N:8]=1)([CH3:6])[CH3:5])[CH3:2].[CH3:28][O:29][C:30]1[CH:31]=[C:32]2[C:37](=[CH:38][C:39]=1[O:40][CH3:41])[N:36]=[CH:35][N:34]=[C:33]2[O:42][C:43]1[CH:44]=[C:45]([CH:47]=[CH:48][CH:49]=1)[NH2:46].C(N(CC)C(C)C)(C)C, predict the reaction product. The product is: [CH3:28][O:29][C:30]1[CH:31]=[C:32]2[C:37](=[CH:38][C:39]=1[O:40][CH3:41])[N:36]=[CH:35][N:34]=[C:33]2[O:42][C:43]1[CH:44]=[C:45]([NH:46][C:13]([NH:12][C:10]2[N:9]([C:22]3[CH:23]=[CH:24][CH:25]=[CH:26][CH:27]=3)[N:8]=[C:7]([C:4]([O:3][CH2:1][CH3:2])([CH3:5])[CH3:6])[CH:11]=2)=[O:21])[CH:47]=[CH:48][CH:49]=1. (4) Given the reactants [Cl-].O[NH3+:3].[C:4](=[O:7])([O-])[OH:5].[Na+].CS(C)=O.[N:13]1([CH:19]([C:21]2[N:22]=[C:23]([CH2:43][CH2:44][CH3:45])[N:24]([CH2:28][C:29]3[CH:34]=[CH:33][C:32]([C:35]4[C:36]([C:41]#[N:42])=[CH:37][CH:38]=[CH:39][CH:40]=4)=[CH:31][CH:30]=3)[C:25](=[O:27])[CH:26]=2)[CH3:20])[CH2:18][CH2:17][O:16][CH2:15][CH2:14]1, predict the reaction product. The product is: [N:13]1([CH:19]([C:21]2[N:22]=[C:23]([CH2:43][CH2:44][CH3:45])[N:24]([CH2:28][C:29]3[CH:34]=[CH:33][C:32]([C:35]4[CH:40]=[CH:39][CH:38]=[CH:37][C:36]=4[C:41]4[NH:3][C:4](=[O:7])[O:5][N:42]=4)=[CH:31][CH:30]=3)[C:25](=[O:27])[CH:26]=2)[CH3:20])[CH2:18][CH2:17][O:16][CH2:15][CH2:14]1. (5) Given the reactants [NH:1]1[C:9]2[C:4](=[CH:5][C:6]([NH:10][C:11]3[CH:20]=[CH:19][C:18]([Cl:21])=[CH:17][C:12]=3[C:13]([O:15][CH3:16])=[O:14])=[CH:7][CH:8]=2)[CH:3]=[CH:2]1.Br[C:23]1[CH:24]=[N:25][CH:26]=[CH:27][CH:28]=1.P([O-])([O-])([O-])=O.[K+].[K+].[K+].CN[C@@H]1CCCC[C@H]1NC, predict the reaction product. The product is: [Cl:21][C:18]1[CH:19]=[CH:20][C:11]([NH:10][C:6]2[CH:5]=[C:4]3[C:9](=[CH:8][CH:7]=2)[N:1]([C:23]2[CH:24]=[N:25][CH:26]=[CH:27][CH:28]=2)[CH:2]=[CH:3]3)=[C:12]([CH:17]=1)[C:13]([O:15][CH3:16])=[O:14]. (6) Given the reactants Br.C([O:4][C:5]([C:7]1[C:16](=[O:17])[C:15]2[C:10](=[C:11]([O:20]C)[C:12]([F:19])=[C:13]([F:18])[CH:14]=2)[N:9]([CH2:22][CH3:23])[CH:8]=1)=[O:6])C.O, predict the reaction product. The product is: [CH2:22]([N:9]1[C:10]2[C:15](=[CH:14][C:13]([F:18])=[C:12]([F:19])[C:11]=2[OH:20])[C:16](=[O:17])[C:7]([C:5]([OH:6])=[O:4])=[CH:8]1)[CH3:23]. (7) Given the reactants [NH2:1][C:2]1[S:3][C:4]([CH:7]=O)=[CH:5][N:6]=1.[CH2:9]([O:11][C:12]([CH:14]=P(C1C=CC=CC=1)(C1C=CC=CC=1)C1C=CC=CC=1)=[O:13])[CH3:10], predict the reaction product. The product is: [NH2:1][C:2]1[S:3][C:4](/[CH:7]=[CH:14]/[C:12]([O:11][CH2:9][CH3:10])=[O:13])=[CH:5][N:6]=1. (8) The product is: [F:27][C:28]1[CH:40]=[CH:39][C:31]([CH2:32][O:33][CH2:34][CH:35]=[CH:36][CH2:37][I:25])=[CH:30][C:29]=1[CH3:41]. Given the reactants C1(P(C2C=CC=CC=2)C2C=CC=CC=2)C=CC=CC=1.N1C=CN=C1.[I:25]I.[F:27][C:28]1[CH:40]=[CH:39][C:31]([CH2:32][O:33][CH2:34][CH:35]=[CH:36][CH2:37]O)=[CH:30][C:29]=1[CH3:41].S([O-])([O-])(=O)=S.[Na+].[Na+], predict the reaction product. (9) Given the reactants [Br:1][C:2]1[C:7]([CH3:8])=[CH:6][CH:5]=[CH:4][C:3]=1[CH2:9][OH:10].C1(P(C2C=CC=CC=2)C2C=CC=CC=2)C=CC=CC=1.[Cl:30][C:31]1[CH:36]=[CH:35][C:34]([C:37]([F:40])([F:39])[F:38])=[CH:33][C:32]=1O.N(C(OCC)=O)=NC(OCC)=O, predict the reaction product. The product is: [Br:1][C:2]1[C:7]([CH3:8])=[CH:6][CH:5]=[CH:4][C:3]=1[CH2:9][O:10][C:32]1[CH:33]=[C:34]([C:37]([F:39])([F:40])[F:38])[CH:35]=[CH:36][C:31]=1[Cl:30]. (10) The product is: [OH:33][C@H:34]1[CH2:38][N:37]([C:39](=[O:60])[CH2:40][C:41]([C:48]2[CH:49]=[CH:50][CH:51]=[CH:52][CH:53]=2)([C:54]2[CH:59]=[CH:58][CH:57]=[CH:56][CH:55]=2)[C:42]2[CH:43]=[CH:44][CH:45]=[CH:46][CH:47]=2)[C@H:36]([C:61]([N:63]2[CH2:67][CH2:66][CH2:65][C@@H:64]2[C:68]([NH:1][CH2:2][CH:3]2[CH2:7][CH2:6][NH:5][CH2:4]2)=[O:69])=[O:62])[CH2:35]1. Given the reactants [NH2:1][CH2:2][CH:3]1[CH2:7][CH2:6][N:5](C(OC(C)(C)C)=O)[CH2:4]1.OCC1CCN(CC2C=CC=CC=2)C1.C([O:33][C@H:34]1[CH2:38][N:37]([C:39](=[O:60])[CH2:40][C:41]([C:54]2[CH:59]=[CH:58][CH:57]=[CH:56][CH:55]=2)([C:48]2[CH:53]=[CH:52][CH:51]=[CH:50][CH:49]=2)[C:42]2[CH:47]=[CH:46][CH:45]=[CH:44][CH:43]=2)[C@H:36]([C:61]([N:63]2[CH2:67][CH2:66][CH2:65][C@@H:64]2[C:68](O)=[O:69])=[O:62])[CH2:35]1)(C)(C)C, predict the reaction product.